Dataset: Catalyst prediction with 721,799 reactions and 888 catalyst types from USPTO. Task: Predict which catalyst facilitates the given reaction. Reactant: [OH:1][CH:2]1[CH:7]2[CH2:8][CH2:9][N:4]([CH2:5][CH2:6]2)[CH2:3]1.[H-].[Na+].Cl[C:13]1[CH:18]=[CH:17][C:16](Br)=[CH:15][N:14]=1.[C:20]([O-:23])([O-])=O.[Na+].[Na+]. Product: [O:23]([C:16]1[CH:17]=[CH:18][C:13]([O:1][CH:2]2[CH:7]3[CH2:8][CH2:9][N:4]([CH2:5][CH2:6]3)[CH2:3]2)=[N:14][CH:15]=1)[C:20]1[CH:3]=[CH:2][CH:7]=[CH:6][CH:5]=1. The catalyst class is: 3.